From a dataset of Full USPTO retrosynthesis dataset with 1.9M reactions from patents (1976-2016). Predict the reactants needed to synthesize the given product. (1) Given the product [Cl:22][C:23]1[S:27][C:26]([S:28]([NH:31][C:32]([N:18]2[CH2:19][CH2:20][CH2:21][N:15]([C:4]3[C:3]([C:1]#[N:2])=[CH:13][C:7]([C:8]([O:10][CH2:11][CH3:12])=[O:9])=[C:6]([CH3:14])[N:5]=3)[CH2:16][CH2:17]2)=[O:33])(=[O:30])=[O:29])=[CH:25][CH:24]=1, predict the reactants needed to synthesize it. The reactants are: [C:1]([C:3]1[C:4]([N:15]2[CH2:21][CH2:20][CH2:19][NH:18][CH2:17][CH2:16]2)=[N:5][C:6]([CH3:14])=[C:7]([CH:13]=1)[C:8]([O:10][CH2:11][CH3:12])=[O:9])#[N:2].[Cl:22][C:23]1[S:27][C:26]([S:28]([NH:31][C:32](=O)[O:33]CC(Cl)(Cl)Cl)(=[O:30])=[O:29])=[CH:25][CH:24]=1.CCN(C(C)C)C(C)C. (2) The reactants are: CS(C1C=CC(N2CCCC2)=C(C=1)C(O)=O)(=O)=O.Cl[C:20]1[CH:28]=[CH:27][C:26]([S:29]([CH2:32][CH3:33])(=[O:31])=[O:30])=[CH:25][C:21]=1[C:22]([OH:24])=[O:23].[NH:34]1[CH2:39][CH2:38][O:37][CH2:36][CH2:35]1. Given the product [CH2:32]([S:29]([C:26]1[CH:27]=[CH:28][C:20]([N:34]2[CH2:39][CH2:38][O:37][CH2:36][CH2:35]2)=[C:21]([CH:25]=1)[C:22]([OH:24])=[O:23])(=[O:31])=[O:30])[CH3:33], predict the reactants needed to synthesize it. (3) Given the product [SH:15][C:14]1[O:10][C:9]2[C:2](=[C:3]([C:4]#[N:5])[CH:6]=[CH:7][CH:8]=2)[N:1]=1, predict the reactants needed to synthesize it. The reactants are: [NH2:1][C:2]1[C:9]([OH:10])=[CH:8][CH:7]=[CH:6][C:3]=1[C:4]#[N:5].C(O[C:14]([S-])=[S:15])C.[K+]. (4) Given the product [F:39][C:9]([F:8])([F:38])[C:10]1[CH:11]=[C:12]([C:16]2[CH:37]=[CH:36][C:19]3[NH:20][C:21]([NH:23][C:24]([C:26]4[N:27]=[C:28]5[CH:33]=[CH:32][C:31]([O:6][C@H:4]([CH3:5])[CH2:3][C@H:2]([OH:7])[CH3:1])=[N:30][N:29]5[CH:35]=4)=[O:25])=[N:22][C:18]=3[CH:17]=2)[CH:13]=[CH:14][CH:15]=1, predict the reactants needed to synthesize it. The reactants are: [CH3:1][C@@H:2]([OH:7])[CH2:3][C@H:4]([OH:6])[CH3:5].[F:8][C:9]([F:39])([F:38])[C:10]1[CH:11]=[C:12]([C:16]2[CH:37]=[CH:36][C:19]3[NH:20][C:21]([NH:23][C:24]([C:26]4[N:27]=[C:28]5[CH:33]=[CH:32][C:31](Cl)=[N:30][N:29]5[CH:35]=4)=[O:25])=[N:22][C:18]=3[CH:17]=2)[CH:13]=[CH:14][CH:15]=1.O. (5) Given the product [CH3:22][C:5]1([C:3]([OH:4])=[O:2])[CH2:9][CH2:8][N:7]([CH2:10][C:11]2[CH:16]=[CH:15][CH:14]=[C:13]([O:17][C:18]([F:19])([F:20])[F:21])[CH:12]=2)[CH2:6]1, predict the reactants needed to synthesize it. The reactants are: C[O:2][C:3]([C:5]1([CH3:22])[CH2:9][CH2:8][N:7]([CH2:10][C:11]2[CH:16]=[CH:15][CH:14]=[C:13]([O:17][C:18]([F:21])([F:20])[F:19])[CH:12]=2)[CH2:6]1)=[O:4].C1COCC1.O.[OH-].[Li+].